The task is: Binary Classification. Given a miRNA mature sequence and a target amino acid sequence, predict their likelihood of interaction.. This data is from Experimentally validated miRNA-target interactions with 360,000+ pairs, plus equal number of negative samples. (1) The miRNA is hsa-miR-6799-5p with sequence GGGGAGGUGUGCAGGGCUGG. The protein sequence of the target gene is MSTARTENPVIMGLSSQNGQLRGPVKASAGPGGGGTQPQPQLNQLKNTSTINNGTPQQAQSMAATIKPGDDWKKTLKLPPKDLRIKTSDVTSTKGNEFEDYCLKRELLMGIFEMGWEKPSPIQEESIPIALSGRDILARAKNGTGKSGAYLIPLLERLDLKKDNIQAMVIVPTRELALQVSQICIQVSKHMGGAKVMATTGGTNLRDDIMRLDDTVHVVIATPGRILDLIKKGVAKVDHVQMIVLDEADKLLSQDFVQIMEDIILTLPKNRQILLYSATFPLSVQKFMNSHLQKPYEINL.... Result: 0 (no interaction). (2) Result: 0 (no interaction). The protein sequence of the target gene is MSKTGTKITFYEDKNFQGRRYDCDCDCADFHTYLSRCNSIKVEGGTWAVYERPNFAGYMYILPQGEYPEYQRWMGLNDRLSSCRAVHLPSGGQYKIQIFEKGDFSGQMYETTEDCPSIMEQFHMREIHSCKVLEGVWIFYELPNYRGRQYLLDKKEYRKPIDWGAASPAVQSFRRIVE. The miRNA is hsa-miR-6769b-3p with sequence CCCUCUCUGUCCCACCCAUAG. (3) The miRNA is hsa-miR-502-3p with sequence AAUGCACCUGGGCAAGGAUUCA. The protein sequence of the target gene is MELDRAVGVLGAATLLLSFLGMAWALQAADTCPEVKMVGLEGSDKLTILRGCPGLPGAPGPKGEAGTNGKRGERGPPGPPGKAGPPGPNGAPGEPQPCLTGPRTCKDLLDRGHFLSGWHTIYLPDCRPLTVLCDMDTDGGGWTVFQRRVDGSVDFYRDWATYKQGFGSRLGEFWLGNDNIHALTAQGTSELRVDLVDFEDNYQFAKYRSFKVADEAEKYNLVLGAFVEGSAGDSLTFHNNQSFSTKDQDNDLNTGNCAVMFQGAWWYKNCHVSNLNGRYLRGTHGSFANGINWKSGKGYN.... Result: 1 (interaction). (4) The miRNA is hsa-miR-3155a with sequence CCAGGCUCUGCAGUGGGAACU. The protein sequence of the target gene is MLGFITRPPHRFLSLLCPGLRIPQLSVLCAQPRPRAMAISSSSCELPLVAVCQVTSTPDKQQNFKTCAELVREAARLGACLAFLPEAFDFIARDPAETLHLSEPLGGKLLEEYTQLARECGLWLSLGGFHERGQDWEQTQKIYNCHVLLNSKGAVVATYRKTHLCDVEIPGQGPMCESNSTMPGPSLESPVSTPAGKIGLAVCYDMRFPELSLALAQAGAEILTYPSAFGSITGPAHWEVLLRARAIETQCYVVAAAQCGRHHEKRASYGHSMVVDPWGTVVARCSEGPGLCLARIDLNY.... Result: 0 (no interaction).